This data is from Catalyst prediction with 721,799 reactions and 888 catalyst types from USPTO. The task is: Predict which catalyst facilitates the given reaction. (1) Reactant: FC(F)(F)C(O)=O.[S:8]1[C:12]2[CH:13]=[CH:14][CH:15]=[CH:16][C:11]=2[N:10]=[C:9]1[NH:17][C:18]([N:20]1[C:29]2[C:24](=[CH:25][CH:26]=[C:27]([C:30]3[N:35]=[C:34]([C:36]([OH:38])=[O:37])[C:33]([C:39]4[CH:44]=[CH:43][CH:42]=[C:41]([CH2:45][O:46][C:47]5[CH:52]=[CH:51][CH:50]=[C:49]([NH:53]C(OC(C)(C)C)=O)[CH:48]=5)[CH:40]=4)=[CH:32][CH:31]=3)[CH:28]=2)[CH2:23][CH2:22][CH2:21]1)=[O:19]. Product: [NH2:53][C:49]1[CH:48]=[C:47]([CH:52]=[CH:51][CH:50]=1)[O:46][CH2:45][C:41]1[CH:40]=[C:39]([C:33]2[C:34]([C:36]([OH:38])=[O:37])=[N:35][C:30]([C:27]3[CH:28]=[C:29]4[C:24]([CH2:23][CH2:22][CH2:21][N:20]4[C:18](=[O:19])[NH:17][C:9]4[S:8][C:12]5[CH:13]=[CH:14][CH:15]=[CH:16][C:11]=5[N:10]=4)=[CH:25][CH:26]=3)=[CH:31][CH:32]=2)[CH:44]=[CH:43][CH:42]=1. The catalyst class is: 2. (2) Reactant: C[O:2][C:3]([C:5]1[N:13]([CH2:14][C:15]2[CH:19]=[C:18]([C:20]3[S:21][C:22]([Cl:25])=[CH:23][CH:24]=3)[O:17][N:16]=2)[C:12]2[CH:11]=[CH:10][C:9](=[O:26])[NH:8][C:7]=2[CH:6]=1)=[O:4].[OH-].[Li+]. Product: [Cl:25][C:22]1[S:21][C:20]([C:18]2[O:17][N:16]=[C:15]([CH2:14][N:13]3[C:12]4[CH:11]=[CH:10][C:9](=[O:26])[NH:8][C:7]=4[CH:6]=[C:5]3[C:3]([OH:4])=[O:2])[CH:19]=2)=[CH:24][CH:23]=1. The catalyst class is: 30. (3) Reactant: [OH:1][CH:2]1[CH2:7][CH2:6][C:5]([C:8]2[CH:9]=[C:10]([CH:16]=[CH:17][CH:18]=2)[C:11]([O:13][CH2:14][CH3:15])=[O:12])=[CH:4][CH2:3]1.C([O-])=O.[NH4+]. Product: [OH:1][C@@H:2]1[CH2:7][CH2:6][C@H:5]([C:8]2[CH:9]=[C:10]([CH:16]=[CH:17][CH:18]=2)[C:11]([O:13][CH2:14][CH3:15])=[O:12])[CH2:4][CH2:3]1.[CH2:14]([O:13][C:11](=[O:12])[C:10]1[CH:16]=[CH:17][CH:18]=[C:8]([C@H:5]2[CH2:6][CH2:7][C@H:2]([OH:1])[CH2:3][CH2:4]2)[CH:9]=1)[CH3:15]. The catalyst class is: 29. (4) Reactant: [CH2:1]([C:3]1[CH:8]=[C:7]([N+:9]([O-])=O)[C:6]([O:12][CH3:13])=[CH:5][C:4]=1[O:14][CH3:15])[CH3:2]. Product: [CH2:1]([C:3]1[C:4]([O:14][CH3:15])=[CH:5][C:6]([O:12][CH3:13])=[C:7]([NH2:9])[CH:8]=1)[CH3:2]. The catalyst class is: 8. (5) Reactant: [CH3:1][C:2]1[CH2:7][CH2:6][CH2:5][C:4](=[O:8])[CH:3]=1.[C-:9]#[N:10].[K+].[NH4+].[Cl-]. Product: [CH3:1][C:2]1([C:9]#[N:10])[CH2:7][CH2:6][CH2:5][C:4](=[O:8])[CH2:3]1. The catalyst class is: 136. (6) Reactant: [OH-].[Na+].[CH2:3]([CH:5]1[O:7][CH2:6]1)Cl.[CH3:8][O:9][N:10]1[C:15]([CH3:17])([CH3:16])[CH2:14][CH:13]([OH:18])[CH2:12][C:11]1([CH3:20])[CH3:19]. Product: [CH3:8][O:9][N:10]1[C:15]([CH3:16])([CH3:17])[CH2:14][CH:13]([O:18][CH2:3][CH:5]2[CH2:6][O:7]2)[CH2:12][C:11]1([CH3:20])[CH3:19]. The catalyst class is: 6. (7) Reactant: [CH2:1]([O:3][C:4](=[O:17])[C:5]([CH3:16])([CH3:15])[C:6]([C:8]1[CH:13]=[CH:12][C:11]([OH:14])=[CH:10][CH:9]=1)=[O:7])[CH3:2].Cl[CH2:19][C:20]1[C:29]2[C:24](=[CH:25][CH:26]=[CH:27][CH:28]=2)[N:23]=[C:22]([CH3:30])[CH:21]=1.C(=O)([O-])[O-].[Cs+].[Cs+]. Product: [CH2:1]([O:3][C:4](=[O:17])[C:5]([CH3:16])([CH3:15])[C:6]([C:8]1[CH:9]=[CH:10][C:11]([O:14][CH2:19][C:20]2[C:29]3[C:24](=[CH:25][CH:26]=[CH:27][CH:28]=3)[N:23]=[C:22]([CH3:30])[CH:21]=2)=[CH:12][CH:13]=1)=[O:7])[CH3:2]. The catalyst class is: 16.